This data is from Full USPTO retrosynthesis dataset with 1.9M reactions from patents (1976-2016). The task is: Predict the reactants needed to synthesize the given product. (1) Given the product [N+:5]([CH2:8][CH2:9][C:10]1[CH:11]=[C:12]([CH:21]=[CH:22][CH:23]=1)[O:13][CH2:14][C:15]1[CH:20]=[CH:19][CH:18]=[CH:17][N:16]=1)([O-:7])=[O:6], predict the reactants needed to synthesize it. The reactants are: C(O)(=O)C.[N+:5](/[CH:8]=[CH:9]/[C:10]1[CH:11]=[C:12]([CH:21]=[CH:22][CH:23]=1)[O:13][CH2:14][C:15]1[CH:20]=[CH:19][CH:18]=[CH:17][N:16]=1)([O-:7])=[O:6].[BH4-].[Na+]. (2) The reactants are: [O:1]=[C:2]1[C@:6]2([CH2:11][CH2:10][CH2:9][N:8](C(OCC3C=CC=CC=3)=O)[CH2:7]2)[CH2:5][CH2:4][N:3]1[C@H:22]1[CH2:27][CH2:26][C@H:25]([O:28][Si:29]([CH2:34][CH3:35])([CH2:32][CH3:33])[CH2:30][CH3:31])[CH2:24][CH2:23]1.CO. Given the product [CH2:32]([Si:29]([CH2:30][CH3:31])([CH2:34][CH3:35])[O:28][C@H:25]1[CH2:26][CH2:27][C@H:22]([N:3]2[CH2:4][CH2:5][C@@:6]3([CH2:11][CH2:10][CH2:9][NH:8][CH2:7]3)[C:2]2=[O:1])[CH2:23][CH2:24]1)[CH3:33], predict the reactants needed to synthesize it. (3) Given the product [CH:9]1([CH:12]([CH:14]2[CH2:16][CH2:15]2)[N:6]2[CH:5]=[C:4]([NH2:1])[CH:8]=[N:7]2)[CH2:11][CH2:10]1, predict the reactants needed to synthesize it. The reactants are: [N+:1]([C:4]1[CH:5]=[N:6][NH:7][CH:8]=1)([O-])=O.[CH:9]1([CH:12]([CH:14]2[CH2:16][CH2:15]2)O)[CH2:11][CH2:10]1.C1(P(C2C=CC=CC=2)C2C=CC=CC=2)C=CC=CC=1.N(C(OC(C)C)=O)=NC(OC(C)C)=O. (4) Given the product [CH3:2][O:3][C:4]1[CH:9]=[CH:8][C:7]([N:10]2[C:32]([C:34]3[CH:35]=[CH:36][C:37]([CH3:40])=[CH:38][CH:39]=3)=[CH:31][C:30]([C:20]3([OH:19])[CH2:29][CH2:28][C:23]4([O:24][CH2:25][CH2:26][O:27]4)[CH2:22][CH2:21]3)=[N:11]2)=[CH:6][CH:5]=1, predict the reactants needed to synthesize it. The reactants are: Cl.[CH3:2][O:3][C:4]1[CH:9]=[CH:8][C:7]([NH:10][NH2:11])=[CH:6][CH:5]=1.C(N(CC)CC)C.[OH:19][C:20]1([C:30]#[C:31][C:32]([C:34]2[CH:39]=[CH:38][C:37]([CH3:40])=[CH:36][CH:35]=2)=O)[CH2:29][CH2:28][C:23]2([O:27][CH2:26][CH2:25][O:24]2)[CH2:22][CH2:21]1. (5) Given the product [NH2:1][C:4]1[CH:5]=[CH:6][C:7]([CH2:8][CH:9]([P:20](=[O:29])([O:25][CH2:26][CH:27]=[CH2:28])[O:21][CH2:22][CH:23]=[CH2:24])[P:10](=[O:19])([O:15][CH2:16][CH:17]=[CH2:18])[O:11][CH2:12][CH:13]=[CH2:14])=[CH:30][CH:31]=1, predict the reactants needed to synthesize it. The reactants are: [N+:1]([C:4]1[CH:31]=[CH:30][C:7]([CH2:8][CH:9]([P:20](=[O:29])([O:25][CH2:26][CH:27]=[CH2:28])[O:21][CH2:22][CH:23]=[CH2:24])[P:10](=[O:19])([O:15][CH2:16][CH:17]=[CH2:18])[O:11][CH2:12][CH:13]=[CH2:14])=[CH:6][CH:5]=1)([O-])=O.[NH4+].[Cl-].Cl.C([O-])(O)=O.[Na+]. (6) Given the product [F:14][C:6]1[CH:5]=[C:4]([N:15]2[C@@H:19]([C:20]3[C:21]([F:34])=[CH:22][C:23]4[NH:27][C:26]([C@@H:28]5[CH2:32][CH2:31][CH2:30][N:29]5[C:81](=[O:80])[C@@H:82]([NH:77][C:86]([O:85][CH3:84])=[O:87])[CH:66]([CH3:67])[CH3:71])=[N:25][C:24]=4[CH:33]=3)[CH2:18][CH2:17][C@@H:16]2[C:35]2[C:36]([F:49])=[CH:37][C:38]3[NH:42][C:41]([C@@H:43]4[CH2:47][CH2:46][CH2:45][N:44]4[C:56](=[O:57])[C@@H:55]([NH:54][C:52](=[O:53])[O:51][CH3:50])[CH:59]([CH3:61])[CH3:60])=[N:40][C:39]=3[CH:48]=2)[CH:3]=[C:2]([F:1])[C:7]=1[N:8]1[CH2:13][CH2:12][CH2:11][CH2:10][CH2:9]1, predict the reactants needed to synthesize it. The reactants are: [F:1][C:2]1[CH:3]=[C:4]([N:15]2[C@@H:19]([C:20]3[C:21]([F:34])=[CH:22][C:23]4[N:27]=[C:26]([C@@H:28]5[CH2:32][CH2:31][CH2:30][NH:29]5)[NH:25][C:24]=4[CH:33]=3)[CH2:18][CH2:17][C@@H:16]2[C:35]2[C:36]([F:49])=[CH:37][C:38]3[N:42]=[C:41]([C@@H:43]4[CH2:47][CH2:46][CH2:45][NH:44]4)[NH:40][C:39]=3[CH:48]=2)[CH:5]=[C:6]([F:14])[C:7]=1[N:8]1[CH2:13][CH2:12][CH2:11][CH2:10][CH2:9]1.[CH3:50][O:51][C:52]([NH:54][C@@H:55]([CH:59]([CH3:61])[CH3:60])[C:56](O)=[O:57])=[O:53].C(Cl)CCl.[CH:66]1[CH:67]=CC2N(O)N=NC=2[CH:71]=1.C[N:77]1[CH2:82][CH2:81][O:80]CC1.C[CH2:84][O:85][C:86](C)=[O:87].